This data is from Peptide-MHC class I binding affinity with 185,985 pairs from IEDB/IMGT. The task is: Regression. Given a peptide amino acid sequence and an MHC pseudo amino acid sequence, predict their binding affinity value. This is MHC class I binding data. (1) The peptide sequence is GQVQLKKPY. The MHC is HLA-B08:03 with pseudo-sequence HLA-B08:03. The binding affinity (normalized) is 0.0847. (2) The peptide sequence is ELYSPLFLI. The MHC is HLA-A02:06 with pseudo-sequence HLA-A02:06. The binding affinity (normalized) is 0.563.